Predict the reactants needed to synthesize the given product. From a dataset of Full USPTO retrosynthesis dataset with 1.9M reactions from patents (1976-2016). (1) The reactants are: C[O:2][C:3]([C:5]1[CH:10]=[CH:9][C:8]([CH:11]2[CH2:16][CH2:15][N:14]([C:17]([O:19][C:20]([CH3:23])([CH3:22])[CH3:21])=[O:18])[CH2:13][CH:12]2[O:24][CH2:25][C:26]2[CH:27]=[CH:28][C:29]3[O:34][CH2:33][C:32](=[O:35])[N:31]([CH2:36][CH2:37][CH2:38][O:39][CH3:40])[C:30]=3[CH:41]=2)=[CH:7][CH:6]=1)=[O:4].[OH-].[Na+]. Given the product [C:3]([C:5]1[CH:10]=[CH:9][C:8]([CH:11]2[CH2:16][CH2:15][N:14]([C:17]([O:19][C:20]([CH3:23])([CH3:22])[CH3:21])=[O:18])[CH2:13][CH:12]2[O:24][CH2:25][C:26]2[CH:27]=[CH:28][C:29]3[O:34][CH2:33][C:32](=[O:35])[N:31]([CH2:36][CH2:37][CH2:38][O:39][CH3:40])[C:30]=3[CH:41]=2)=[CH:7][CH:6]=1)([OH:4])=[O:2], predict the reactants needed to synthesize it. (2) Given the product [CH:21]1([C:2]2[C:10]3[C:5](=[CH:6][C:7]([CH:11]=[O:12])=[CH:8][CH:9]=3)[N:4]([CH2:13][O:14][CH2:15][CH2:16][Si:17]([CH3:20])([CH3:19])[CH3:18])[N:3]=2)[CH2:23][CH2:22]1, predict the reactants needed to synthesize it. The reactants are: I[C:2]1[C:10]2[C:5](=[CH:6][C:7]([CH:11]=[O:12])=[CH:8][CH:9]=2)[N:4]([CH2:13][O:14][CH2:15][CH2:16][Si:17]([CH3:20])([CH3:19])[CH3:18])[N:3]=1.[CH:21]1(B(O)O)[CH2:23][CH2:22]1.[O-]P([O-])([O-])=O.[K+].[K+].[K+]. (3) Given the product [CH3:11][C:9]1[CH:10]=[C:5]2[N:4]=[CH:3][C:2]([C:19]#[C:18][C:12]3[CH:17]=[CH:16][CH:15]=[CH:14][CH:13]=3)=[CH:7][N:6]2[N:8]=1, predict the reactants needed to synthesize it. The reactants are: Br[C:2]1[CH:3]=[N:4][C:5]2[N:6]([N:8]=[C:9]([CH3:11])[CH:10]=2)[CH:7]=1.[C:12]1([C:18]#[CH:19])[CH:17]=[CH:16][CH:15]=[CH:14][CH:13]=1. (4) The reactants are: Br[C:2]1[CH:3]=[C:4]([NH2:10])[C:5]([CH3:9])=[N:6][C:7]=1[Cl:8].[C:11]([C:13]1[CH:18]=[CH:17][C:16](B(O)O)=[CH:15][CH:14]=1)#[N:12].C([O-])([O-])=O.[Na+].[Na+]. Given the product [NH2:10][C:4]1[CH:3]=[C:2]([C:16]2[CH:17]=[CH:18][C:13]([C:11]#[N:12])=[CH:14][CH:15]=2)[C:7]([Cl:8])=[N:6][C:5]=1[CH3:9], predict the reactants needed to synthesize it. (5) Given the product [CH2:1]([O:3][C:4](=[O:17])[CH2:5][CH2:6][NH:7][C:8](=[O:16])[C:9]1[CH:10]=[CH:11][C:12]([NH:15][CH2:31][C:19]2[CH:20]=[CH:21][C:22]3[C:23]4[C:28](=[CH:27][CH:26]=[CH:25][CH:24]=4)[CH2:29][C:30]=3[CH:18]=2)=[CH:13][CH:14]=1)[CH3:2], predict the reactants needed to synthesize it. The reactants are: [CH2:1]([O:3][C:4](=[O:17])[CH2:5][CH2:6][NH:7][C:8](=[O:16])[C:9]1[CH:14]=[CH:13][C:12]([NH2:15])=[CH:11][CH:10]=1)[CH3:2].[CH:18]1[C:30]2[CH2:29][C:28]3[C:23](=[CH:24][CH:25]=[CH:26][CH:27]=3)[C:22]=2[CH:21]=[CH:20][C:19]=1[CH:31]=O.C(O)(=O)C.C([BH3-])#N.[Na+]. (6) Given the product [CH:29]([O:28][C:22]1[C:23]([CH3:27])=[CH:24][CH:25]=[CH:26][C:21]=1[C:20]([NH:19][C:6]1([C:4]([OH:5])=[O:3])[CH2:14][C:13]2[C:8](=[CH:9][CH:10]=[C:11]([C:15]([F:18])([F:17])[F:16])[CH:12]=2)[CH2:7]1)=[O:32])([CH3:31])[CH3:30], predict the reactants needed to synthesize it. The reactants are: C([O:3][C:4]([C:6]1([NH:19][C:20](=[O:32])[C:21]2[CH:26]=[CH:25][CH:24]=[C:23]([CH3:27])[C:22]=2[O:28][CH:29]([CH3:31])[CH3:30])[CH2:14][C:13]2[C:8](=[CH:9][CH:10]=[C:11]([C:15]([F:18])([F:17])[F:16])[CH:12]=2)[CH2:7]1)=[O:5])C.[OH-].[K+].O. (7) Given the product [CH3:14][O:13][C:11](=[O:12])[C:10]([C:2]1[CH:7]=[CH:6][C:5]([Cl:8])=[CH:4][CH:3]=1)=[O:15], predict the reactants needed to synthesize it. The reactants are: Br[C:2]1[CH:7]=[CH:6][C:5]([Cl:8])=[CH:4][CH:3]=1.[Mg].[C:10](OC)(=[O:15])[C:11]([O:13][CH3:14])=[O:12].[Cl-].[NH4+].